This data is from Full USPTO retrosynthesis dataset with 1.9M reactions from patents (1976-2016). The task is: Predict the reactants needed to synthesize the given product. (1) Given the product [Br:1][C:2]1[C:11]2[C:6](=[CH:7][C:8]([Br:12])=[CH:9][CH:10]=2)[CH:5]=[CH:4][C:3]=1[O:13][CH2:14][CH2:15][N:16]1[C:20]([O:21][CH2:28][CH3:29])=[CH:19][C:18]([C:22]2[CH:27]=[CH:26][CH:25]=[CH:24][CH:23]=2)=[N:17]1, predict the reactants needed to synthesize it. The reactants are: [Br:1][C:2]1[C:11]2[C:6](=[CH:7][C:8]([Br:12])=[CH:9][CH:10]=2)[CH:5]=[CH:4][C:3]=1[O:13][CH2:14][CH2:15][N:16]1[C:20](=[O:21])[CH2:19][C:18]([C:22]2[CH:27]=[CH:26][CH:25]=[CH:24][CH:23]=2)=[N:17]1.[CH2:28](P(CCCC)CCCC)[CH2:29]CC.C(O)C. (2) Given the product [CH2:15]([O:14][C:12](=[O:13])[NH:11][C@@H:10]([CH2:9][O:8][CH2:1][C:2]1[CH:3]=[CH:4][CH:5]=[CH:6][CH:7]=1)[C:22]([NH:37][CH2:36][C@@H:35]([NH:38][C:39]([O:41][C:42]([CH3:45])([CH3:44])[CH3:43])=[O:40])[CH2:34][CH2:33][CH2:32][NH:31][C:30]([O:29][C:25]([CH3:27])([CH3:28])[CH3:26])=[O:46])=[O:24])[C:16]1[CH:17]=[CH:18][CH:19]=[CH:20][CH:21]=1, predict the reactants needed to synthesize it. The reactants are: [CH2:1]([O:8][CH2:9][C@@H:10]([C:22]([OH:24])=O)[NH:11][C:12]([O:14][CH2:15][C:16]1[CH:21]=[CH:20][CH:19]=[CH:18][CH:17]=1)=[O:13])[C:2]1[CH:7]=[CH:6][CH:5]=[CH:4][CH:3]=1.[C:25]([O:29][C:30](=[O:46])[NH:31][CH2:32][CH2:33][CH2:34][C@H:35]([NH:38][C:39]([O:41][C:42]([CH3:45])([CH3:44])[CH3:43])=[O:40])[CH2:36][NH2:37])([CH3:28])([CH3:27])[CH3:26].C(Cl)CCl.C1C=CC2N(O)N=NC=2C=1. (3) Given the product [CH3:7][O:8][C:9]1[CH:10]=[CH:11][C:12]([N:15]2[C:19]([C:20]3[CH:25]=[CH:24][C:23]([O:26][CH3:27])=[CH:22][CH:21]=3)=[N:18][C:17]([O:28][CH2:32][C:31]#[CH:30])=[N:16]2)=[CH:13][CH:14]=1, predict the reactants needed to synthesize it. The reactants are: C(=O)([O-])[O-].[K+].[K+].[CH3:7][O:8][C:9]1[CH:14]=[CH:13][C:12]([N:15]2[C:19]([C:20]3[CH:25]=[CH:24][C:23]([O:26][CH3:27])=[CH:22][CH:21]=3)=[N:18][C:17]([OH:28])=[N:16]2)=[CH:11][CH:10]=1.Br[CH2:30][C:31]#[CH:32].C(OCC)(=O)C. (4) Given the product [Cl:1][C:2]1[CH:7]=[C:6]([O:8][CH3:9])[N:5]=[C:4]([C:10]([N:19]2[C:20]3[C:16](=[CH:15][C:14]([F:13])=[CH:22][CH:21]=3)[CH2:17][CH2:18]2)=[O:12])[CH:3]=1, predict the reactants needed to synthesize it. The reactants are: [Cl:1][C:2]1[CH:7]=[C:6]([O:8][CH3:9])[N:5]=[C:4]([C:10]([OH:12])=O)[CH:3]=1.[F:13][C:14]1[CH:15]=[C:16]2[C:20](=[CH:21][CH:22]=1)[NH:19][CH2:18][CH2:17]2.CN(C(ON1N=NC2C=CC=CC1=2)=[N+](C)C)C.[B-](F)(F)(F)F.C(N(CC)CC)C. (5) Given the product [CH2:39]([C:23]1[CH:24]=[C:25]([C:36]2[NH:48][N:54]=[CH:57][CH:37]=2)[C:26]([OH:28])=[CH:27][C:22]=1[O:21][CH2:20][CH2:19][CH2:18][O:17][C:13]1[C:12]([CH2:41][CH2:42][CH3:43])=[C:11]([CH:16]=[CH:15][CH:14]=1)[O:10][C:5]1[CH:6]=[CH:7][CH:8]=[CH:9][C:4]=1[C:3]([OH:2])=[O:44])[CH3:40], predict the reactants needed to synthesize it. The reactants are: C[O:2][C:3](=[O:44])[C:4]1[CH:9]=[CH:8][CH:7]=[CH:6][C:5]=1[O:10][C:11]1[CH:16]=[CH:15][CH:14]=[C:13]([O:17][CH2:18][CH2:19][CH2:20][O:21][C:22]2[CH:27]=[C:26]([O:28]CC3C=CC=CC=3)[C:25]([C:36](=O)[CH3:37])=[CH:24][C:23]=2[CH2:39][CH3:40])[C:12]=1[CH2:41][CH2:42][CH3:43].COC(OC)[N:48](C)C.C[N:54]([CH3:57])C=O. (6) Given the product [Br:1][C:2]1[CH:7]=[CH:6][C:5]([N:17]([CH:18]2[CH2:23][CH2:22][CH2:21][CH2:20][CH2:19]2)[CH2:16][CH2:15][CH2:14][C:13]([F:12])([F:24])[F:25])=[C:4]([N+:9]([O-:11])=[O:10])[CH:3]=1, predict the reactants needed to synthesize it. The reactants are: [Br:1][C:2]1[CH:7]=[CH:6][C:5](F)=[C:4]([N+:9]([O-:11])=[O:10])[CH:3]=1.[F:12][C:13]([F:25])([F:24])[CH2:14][CH2:15][CH2:16][NH:17][CH:18]1[CH2:23][CH2:22][CH2:21][CH2:20][CH2:19]1. (7) Given the product [C:26]([C:28]1[CH:33]=[CH:32][CH:31]=[CH:30][C:29]=1[C:2]1[CH:7]=[CH:6][N:5]=[CH:4][C:3]=1[N:8]([CH3:25])[C:9](=[O:24])[C:10]1[CH:15]=[C:14]([C:16]([F:19])([F:18])[F:17])[CH:13]=[C:12]([C:20]([F:23])([F:22])[F:21])[CH:11]=1)#[N:27], predict the reactants needed to synthesize it. The reactants are: I[C:2]1[CH:7]=[CH:6][N:5]=[CH:4][C:3]=1[N:8]([CH3:25])[C:9](=[O:24])[C:10]1[CH:15]=[C:14]([C:16]([F:19])([F:18])[F:17])[CH:13]=[C:12]([C:20]([F:23])([F:22])[F:21])[CH:11]=1.[C:26]([C:28]1[CH:33]=[CH:32][CH:31]=[CH:30][C:29]=1B(O)O)#[N:27]. (8) The reactants are: [C:1]1(=[O:11])[NH:5][C:4](=[O:6])[C:3]2=[CH:7][CH:8]=[CH:9][CH:10]=[C:2]12.[K].Br[CH2:14][CH2:15][CH2:16][CH2:17][C:18]([CH3:28])([CH3:27])[CH2:19][O:20][CH:21]1[CH2:26][CH2:25][CH2:24][CH2:23][O:22]1. Given the product [CH3:27][C:18]([CH3:28])([CH2:17][CH2:16][CH:15]([N:5]1[C:1](=[O:11])[C:2]2=[CH:10][CH:9]=[CH:8][CH:7]=[C:3]2[C:4]1=[O:6])[CH3:14])[CH2:19][O:20][CH:21]1[CH2:26][CH2:25][CH2:24][CH2:23][O:22]1, predict the reactants needed to synthesize it.